The task is: Predict the reaction yield, written as a fraction of the theoretical maximum amount of product (1.0 means a 100% yield; for example, 0.34 means a 34% yield).. This data is from Reaction yield outcomes from USPTO patents with 853,638 reactions. The yield is 0.640. The reactants are O[CH2:2][C@H:3]([NH:5][C:6]([C:8]1[NH:9][C:10]([C:13]2[CH:18]=[C:17]([O:19][Si:20]([CH:27]([CH3:29])[CH3:28])([CH:24]([CH3:26])[CH3:25])[CH:21]([CH3:23])[CH3:22])[CH:16]=[C:15]([O:30][C@@H:31]([CH3:35])[CH2:32][O:33][CH3:34])[CH:14]=2)=[CH:11][CH:12]=1)=[O:7])[CH3:4].CS(O)(=O)=O.C(N(CC)CC)C.[Cl-].[NH4+]. The catalyst is O1CCCC1. The product is [CH3:34][O:33][CH2:32][C@@H:31]([O:30][C:15]1[CH:14]=[C:13]([C:10]2[NH:9][C:8]([C:6]3[O:7][CH2:4][C@@H:3]([CH3:2])[N:5]=3)=[CH:12][CH:11]=2)[CH:18]=[C:17]([O:19][Si:20]([CH:24]([CH3:25])[CH3:26])([CH:21]([CH3:22])[CH3:23])[CH:27]([CH3:29])[CH3:28])[CH:16]=1)[CH3:35].